From a dataset of Drug-target binding data from BindingDB using Kd measurements. Regression. Given a target protein amino acid sequence and a drug SMILES string, predict the binding affinity score between them. We predict pKd (pKd = -log10(Kd in M); higher means stronger binding). Dataset: bindingdb_kd. (1) The drug is Clc1ccccc1C(c1ccccc1)(c1ccccc1)n1ccnc1. The target protein (P9WPL0) has sequence MRRSPKGSPGAVLDLQRRVDQAVSADHAELMTIAKDANTFFGAESVQDPYPLYERMRAAGSVHRIANSDFYAVCGWDAVNEAIGRPEDFSSNLTATMTYTAEGTAKPFEMDPLGGPTHVLATADDPAHAVHRKLVLRHLAAKRIRVMEQFTVQAADRLWVDGMQDGCIEWMGAMANRLPMMVVAELIGLPDPDIAQLVKWGYAATQLLEGLVENDQLVAAGVALMELSGYIFEQFDRAAADPRDNLLGELATACASGELDTLTAQVMMVTLFAAGGESTAALLGSAVWILATRPDIQQQVRANPELLGAFIEETLRYEPPFRGHYRHVRNATTLDGTELPADSHLLLLWGAANRDPAQFEAPGEFRLDRAGGKGHISFGKGAHFCVGAALARLEARIVLRLLLDRTSVIEAADVGGWLPSILVRRIERLELAVQ. The pKd is 6.4. (2) The target protein (P29323) has sequence MALRRLGAALLLLPLLAAVEETLMDSTTATAELGWMVHPPSGWEEVSGYDENMNTIRTYQVCNVFESSQNNWLRTKFIRRRGAHRIHVEMKFSVRDCSSIPSVPGSCKETFNLYYYEADFDSATKTFPNWMENPWVKVDTIAADESFSQVDLGGRVMKINTEVRSFGPVSRSGFYLAFQDYGGCMSLIAVRVFYRKCPRIIQNGAIFQETLSGAESTSLVAARGSCIANAEEVDVPIKLYCNGDGEWLVPIGRCMCKAGFEAVENGTVCRGCPSGTFKANQGDEACTHCPINSRTTSEGATNCVCRNGYYRADLDPLDMPCTTIPSAPQAVISSVNETSLMLEWTPPRDSGGREDLVYNIICKSCGSGRGACTRCGDNVQYAPRQLGLTEPRIYISDLLAHTQYTFEIQAVNGVTDQSPFSPQFASVNITTNQAAPSAVSIMHQVSRTVDSITLSWSQPDQPNGVILDYELQYYEKELSEYNATAIKSPTNTVTVQGLKA.... The pKd is 5.0. The compound is O=c1ncn2nc(Sc3ccc(F)cc3F)ccc2c1-c1c(Cl)cccc1Cl. (3) The compound is CO[C@@H]1[C@H](N(C)C(=O)c2ccccc2)C[C@H]2O[C@]1(C)n1c3ccccc3c3c4c(c5c6ccccc6n2c5c31)C(=O)NC4. The target protein (Q7KZI7) has sequence MSSARTPLPTLNERDTEQPTLGHLDSKPSSKSNMIRGRNSATSADEQPHIGNYRLLKTIGKGNFAKVKLARHILTGKEVAVKIIDKTQLNSSSLQKLFREVRIMKVLNHPNIVKLFEVIETEKTLYLVMEYASGGEVFDYLVAHGRMKEKEARAKFRQIVSAVQYCHQKFIVHRDLKAENLLLDADMNIKIADFGFSNEFTFGNKLDTFCGSPPYAAPELFQGKKYDGPEVDVWSLGVILYTLVSGSLPFDGQNLKELRERVLRGKYRIPFYMSTDCENLLKKFLILNPSKRGTLEQIMKDRWMNVGHEDDELKPYVEPLPDYKDPRRTELMVSMGYTREEIQDSLVGQRYNEVMATYLLLGYKSSELEGDTITLKPRPSADLTNSSAPSPSHKVQRSVSANPKQRRFSDQAAGPAIPTSNSYSKKTQSNNAENKRPEEDRESGRKASSTAKVPASPLPGLERKKTTPTPSTNSVLSTSTNRSRNSPLLERASLGQASIQ.... The pKd is 7.0. (4) The drug is Cn1c(Nc2ccc(C(F)(F)F)cc2)nc2cc(Oc3ccnc(-c4ncc(C(F)(F)F)[nH]4)c3)ccc21. The target is PFCDPK1(Pfalciparum). The pKd is 5.0. (5) The pKd is 7.3. The target protein sequence is MDQQVKQERLQGRLEPEIKEFRQERKTLQLATVDAQGRPNVSYAPFVQNQEGYFVLISHIARHARNLEVNPQVSIMMIEDETEAKQLFARKRLTFDAVASMVERDSELWCQVIAQMGERFGEIIDGLSQLQDFMLFRLQPEHGLFVKGFGQAYQVSGDDLVDFVHLEEGHRKISNG. The compound is C=CC1=C(C)c2cc3[n-]c(cc4nc(cc5[n-]c(cc1n2)c(C)c5CCC(=O)O)C(CCC(=O)O)=C4C)c(C)c3C=C. (6) The small molecule is CCCCCCCCCCCCCCCC(=O)NCC(=O)O. The target protein sequence is MTIKEMPQPKTFGELKNLPLLNTDKPVQALMKIADELGEIFKFEAPGRVTRYLSSQRLIKEACDESRFDKNLSQALKFVRDFFGDGLFTSWTHEKNWKKAHNILLPSFSQQAMKGYHAMMVDIAVQLVQKWERLNADEHIEVPEDMTRLTLDTIGLCGFNYRFNSFYRDQPHPFITSMVRALDEAMNKLQRANPDDPAYDENKRQFQEDIKVMNDLVDKIIADRKASGEQSDDLLTHMLNGKDPETGEPLDDENIRYQIITFLIAGHETTSGLLSFALYFLVKNPHVLQKAAEEAARVLVDPVPSYKQVKQLKYVGMVLNEALRLWPTAPAFSLYAKEDTVLGGEYPLEKGDELMVLIPQLHRDKTIWGDDVEEFRPERFENPSAIPQHAFKPFGNGQRACIGQQFALHEATLVLGMMLKHFDFEDHTNYELDIKETLTLKPEGFVVKAKSKKIPLGGIPSPSTEQSAKKVRKKAENAHNTPLLVLYGSNMGTAEGTARD.... The pKd is 6.5. (7) The drug is Clc1ccc(COC(Cn2ccnc2)c2ccc(Cl)cc2Cl)cc1. The target protein (P9WPL4) has sequence MRANQPVFRDRNGLAAASTYQAVIDAERQPELFSNAGGIRPDQPALPMMIDMDDPAHLLRRKLVNAGFTRKRVKDKEASIAALCDTLIDAVCERGECDFVRDLAAPLPMAVIGDMLGVRPEQRDMFLRWSDDLVTFLSSHVSQEDFQITMDAFAAYNDFTRATIAARRADPTDDLVSVLVSSEVDGERLSDDELVMETLLILIGGDETTRHTLSGGTEQLLRNRDQWDLLQRDPSLLPGAIEEMLRWTAPVKNMCRVLTADTEFHGTALCAGEKMMLLFESANFDEAVFCEPEKFDVQRNPNSHLAFGFGTHFCLGNQLARLELSLMTERVLRRLPDLRLVADDSVLPLRPANFVSGLESMPVVFTPSPPLG. The pKd is 5.3. (8) The drug is Cc1sc2c(c1C)C(c1ccc(Cl)cc1)=N[C@@H](CC(=O)OC(C)(C)C)c1nnc(C)n1-2. The target protein sequence is NPPPPETSNPNKPKRQTNQLQYLLRVVLKTLWKHQFAWPFQQPVDAVKLNLPDYYKIIKTPMDMGTIKKRLENNYYWNAQECIQDFNTMFTNCYIYNKPGDDAVLMAEALEKLFLQKINELPT. The pKd is 6.4. (9) The small molecule is CC(C)(C)c1cc(C[C@H](NC(=O)[C@@H](NC(=O)[C@@H](N)Cc2ccccc2)c2ccccc2)C(N)=O)ccc1O. The target protein sequence is MGSPWNGSDGPEDAREPPWAALPPCDERRCSPFPLGTLVPVTAVCLGLFAVGVSGNVVTVLLIGRYRDMRTTTNLYLGSMAVSDLLILLGLPFDLYRLWRSRPWVFGQLLCRLSLYVGEGCTYASLLHMTALSVERYLAICRPLRARVLVTRRRVRALIAALWAVALLSAGPFFFLVGVEQDPAVFAAPDRNGTVPLDPSSPAPASPPSGPGAEAAALFSRECRPSRAQLGLLRVMLWVTTAYFFLPFLCLSILYGLIARQLWRGRGPLRGPAATGRERGHRQTVRVLLVVVLAFIVCWLPFHVGRIIYINTQDSRMMYFSQYFNIVALQLFYLSASINPILYNLISKKYRAAARRLLRESRAGPSGVCGSRGPEQDVAGDTGGDTAGCTETSANTKTAA. The pKd is 7.8. (10) The compound is C[N+]1(C)[C@H]2CC(OC(=O)[C@H](CO)c3ccccc3)C[C@@H]1[C@H]1O[C@@H]21. The target protein sequence is MTLHSQSTTSPLFPQISSSWVHSPSEAGLPLGTVTQLGSYQISQETGQFSSQDTSSDPLGGHTIWQVVFIAFLTGFLALVTIIGNILVIVAFKVNKQLKTVNNYFLLSLASADLIIGVISMNLFTTYIIMNRWALGNLACDLWLSIDYVASNASVMNLLVISFDRYFSITRPLTYRAKRTTKRAGVMIGLAWVISFVLWAPAILFWQYFVGKRTVPPGECFIQFLSEPTITFGTAIAAFYMPVTIMTILYWRIYKETEKRTKELAGLQASGTEIEGRIEGRIEGRTRSQITKRKRMSLIKEKKAAQTLSAILLAFIITWTPYNIMVLVNTFADSAIPKTYWNLGYWLCYINSTVNPVAYALSNKTFRTTCKTLLLSQSDKRKRRKQQYQQRQSVIFHKRVPEQAL. The pKd is 9.2.